From a dataset of CYP2D6 inhibition data for predicting drug metabolism from PubChem BioAssay. Regression/Classification. Given a drug SMILES string, predict its absorption, distribution, metabolism, or excretion properties. Task type varies by dataset: regression for continuous measurements (e.g., permeability, clearance, half-life) or binary classification for categorical outcomes (e.g., BBB penetration, CYP inhibition). Dataset: cyp2d6_veith. (1) The molecule is O=C(NCC1CCCO1)C1CCC(=O)N1CCc1ccccc1. The result is 0 (non-inhibitor). (2) The compound is CNc1ncnc2c1ncn2[C@H]1C[C@H](OP(=O)(O)O)[C@H](COP(=O)(O)O)O1.N.N.N.N. The result is 1 (inhibitor). (3) The drug is Cc1ccc(C)c(N2CCN(C(=O)c3ccc4nc(-c5ccco5)c(-c5ccco5)nc4c3)CC2)c1. The result is 1 (inhibitor).